Dataset: Full USPTO retrosynthesis dataset with 1.9M reactions from patents (1976-2016). Task: Predict the reactants needed to synthesize the given product. The reactants are: [F:1][C:2]([F:23])([F:22])[S:3]([NH:6][CH2:7][CH2:8][CH2:9][CH2:10][NH:11][CH2:12][C:13]1[N:18]2[CH:19]=[CH:20][N:21]=[C:17]2[CH:16]=[CH:15][CH:14]=1)(=[O:5])=[O:4].[CH2:24]=O. Given the product [F:23][C:2]([F:1])([F:22])[S:3]([NH:6][CH2:7][CH2:8][CH2:9][CH2:10][N:11]1[CH2:12][C:13]2[N:18]3[C:19](=[CH:20][N:21]=[C:17]3[CH:16]=[CH:15][CH:14]=2)[CH2:24]1)(=[O:5])=[O:4], predict the reactants needed to synthesize it.